From a dataset of Reaction yield outcomes from USPTO patents with 853,638 reactions. Predict the reaction yield, written as a fraction of the theoretical maximum amount of product (1.0 means a 100% yield; for example, 0.34 means a 34% yield). The reactants are C(NC(C)C)(C)C.[Li].[O:9]1[CH:13]=[CH:12][C:11]([C:14]([OH:16])=[O:15])=[CH:10]1.C([Si](C(C)C)(C(C)C)[O:21][CH2:22][C:23](=O)[CH2:24]O[Si](C(C)C)(C(C)C)C(C)C)(C)C.C(OC(=O)C)C. The catalyst is O1CCCC1. The product is [OH:21][CH2:22][C:23]1[C:10]2[O:9][CH:13]=[CH:12][C:11]=2[C:14](=[O:16])[O:15][CH:24]=1. The yield is 0.420.